Dataset: Forward reaction prediction with 1.9M reactions from USPTO patents (1976-2016). Task: Predict the product of the given reaction. (1) Given the reactants [CH:1]([O:4][C:5]1[CH:18]=[CH:17][C:8]([O:9][C:10]2[S:11][C:12]([CH:15]=O)=[CH:13][N:14]=2)=[CH:7][CH:6]=1)([CH3:3])[CH3:2].N1C=CC=CC=1.Cl.[NH2:26][OH:27], predict the reaction product. The product is: [CH:1]([O:4][C:5]1[CH:18]=[CH:17][C:8]([O:9][C:10]2[S:11][C:12]([CH:15]=[N:26][OH:27])=[CH:13][N:14]=2)=[CH:7][CH:6]=1)([CH3:3])[CH3:2]. (2) Given the reactants [N:1]1([C:6]2[CH:11]=[CH:10][CH:9]=[CH:8][C:7]=2[C:12]([NH:14][C:15]2[CH:16]=[C:17]([C:21]([OH:23])=O)[N:18]([CH3:20])[CH:19]=2)=[O:13])[CH2:5][CH2:4][CH2:3][CH2:2]1.[CH3:24][C:25]1[CH:30]=[CH:29][C:28]([C:31]2[CH:36]=[CH:35][C:34]([CH2:37][NH2:38])=[CH:33][CH:32]=2)=[CH:27][CH:26]=1.CN(C(ON1N=NC2C=CC=CC1=2)=[N+](C)C)C.[B-](F)(F)(F)F.C(N(C(C)C)C(C)C)C, predict the reaction product. The product is: [CH3:24][C:25]1[CH:26]=[CH:27][C:28]([C:31]2[CH:36]=[CH:35][C:34]([CH2:37][NH:38][C:21]([C:17]3[N:18]([CH3:20])[CH:19]=[C:15]([NH:14][C:12]([C:7]4[CH:8]=[CH:9][CH:10]=[CH:11][C:6]=4[N:1]4[CH2:5][CH2:4][CH2:3][CH2:2]4)=[O:13])[CH:16]=3)=[O:23])=[CH:33][CH:32]=2)=[CH:29][CH:30]=1. (3) The product is: [CH3:14][C:9]1[N:8]([C:5]2[CH:6]=[CH:7][C:2]([O:1][CH2:23][CH3:24])=[CH:3][C:4]=2[CH3:15])[C:12]([CH3:13])=[CH:11][CH:10]=1. Given the reactants [OH:1][C:2]1[CH:7]=[CH:6][C:5]([N:8]2[C:12]([CH3:13])=[CH:11][CH:10]=[C:9]2[CH3:14])=[C:4]([CH3:15])[CH:3]=1.C(=O)([O-])[O-].[K+].[K+].Br[CH2:23][CH3:24], predict the reaction product. (4) Given the reactants [CH:1]1[CH:2]=[CH:3][C:4]2[S:9][N:8]=[C:7]([N:10]3[CH2:15][CH2:14][N:13]([CH2:16][CH2:17][C:18]4[CH:19]=[C:20]5[CH2:28][C:26](=[O:27])[NH:25][C:21]5=[CH:22][C:23]=4[Cl:24])[CH2:12][CH2:11]3)[C:5]=2[CH:6]=1.Cl.S1C2C=CC=CC=2C(N2CCNCC2)=N1.ClCCC1C=C2C(=CC=1Cl)NC(=O)C2.[I-].[Na+].C(=O)([O-])[O-].[Na+].[Na+], predict the reaction product. The product is: [CH:1]1[CH:2]=[CH:3][C:4]2[S:9][N:8]=[C:7]([N:10]3[CH2:11][CH2:12][N:13]([CH2:16][CH2:17][C:18]4[CH:19]=[C:20]5[CH2:28][C:26](=[O:27])[NH:25][C:21]5=[CH:22][C:23]=4[Cl:24])[CH2:14][CH2:15]3)[C:5]=2[CH:6]=1. (5) Given the reactants [C:1]([O:5][C:6](=[O:21])[N:7]([C@H:9]1[C@H:13]([C:14]2[CH:19]=[CH:18][C:17]([Cl:20])=[CH:16][CH:15]=2)[CH2:12][NH:11][CH2:10]1)[CH3:8])([CH3:4])([CH3:3])[CH3:2].[C:22]([C:24]1[CH:25]=[CH:26][C:27]([N:30]2[CH2:35][CH2:34][CH:33]([C:36](O)=[O:37])[CH2:32][CH2:31]2)=[N:28][CH:29]=1)#[N:23], predict the reaction product. The product is: [C:1]([O:5][C:6](=[O:21])[N:7]([C@H:9]1[C@H:13]([C:14]2[CH:15]=[CH:16][C:17]([Cl:20])=[CH:18][CH:19]=2)[CH2:12][N:11]([C:36]([CH:33]2[CH2:32][CH2:31][N:30]([C:27]3[CH:26]=[CH:25][C:24]([C:22]#[N:23])=[CH:29][N:28]=3)[CH2:35][CH2:34]2)=[O:37])[CH2:10]1)[CH3:8])([CH3:4])([CH3:2])[CH3:3]. (6) Given the reactants [Br:1][C:2]1[CH:3]=[C:4]([CH3:24])[C:5]([C:21]#[C:22]Br)=[C:6]2[C:10]=1[N:9](S(C1C=CC(C)=CC=1)(=O)=O)[CH:8]=[CH:7]2.[NH2:25][C:26]1[CH:27]=[C:28]([CH:31]=[CH:32][C:33]=1[NH2:34])[C:29]#[N:30].C1N2CCN(CC2)C1.[OH-].[K+].C(N)CC(C)C, predict the reaction product. The product is: [Br:1][C:2]1[CH:3]=[C:4]([CH3:24])[C:5]([CH2:21][C:22]2[NH:34][C:33]3[CH:32]=[CH:31][C:28]([C:29]#[N:30])=[CH:27][C:26]=3[N:25]=2)=[C:6]2[C:10]=1[NH:9][CH:8]=[CH:7]2. (7) The product is: [ClH:1].[ClH:1].[CH3:2][NH:3][CH2:4][CH:5]([C:7]1[NH:11][N:10]=[CH:9][CH:8]=1)[OH:6]. Given the reactants [ClH:1].[CH3:2][N:3](C(C1C=CC=CC=1)(C1C=CC=CC=1)C1C=CC=CC=1)[CH2:4][CH:5]([C:7]1[N:11](COCC[Si](C)(C)C)[N:10]=[CH:9][CH:8]=1)[OH:6], predict the reaction product. (8) Given the reactants [C:1]([NH:11][C@H:12]([C:17]([OH:19])=[O:18])[CH2:13][CH:14]([CH3:16])[CH3:15])([O:3][CH2:4][C:5]1[CH:10]=[CH:9][CH:8]=[CH:7][CH:6]=1)=[O:2].C([O-])([O-])=O.[Cs+].[Cs+].[CH3:26][C:27]1([CH2:31]OS(C2C(C)=CC=CC=2)(=O)=O)[CH2:30][O:29][CH2:28]1.[Na+].[I-], predict the reaction product. The product is: [CH3:26][C:27]1([CH2:31][O:18][C:17](=[O:19])[C@@H:12]([NH:11][C:1]([O:3][CH2:4][C:5]2[CH:10]=[CH:9][CH:8]=[CH:7][CH:6]=2)=[O:2])[CH2:13][CH:14]([CH3:16])[CH3:15])[CH2:30][O:29][CH2:28]1. (9) Given the reactants Br[CH2:2]/[CH:3]=[CH:4]/[C:5]([NH:7][C:8]1[CH:9]=[C:10]2[C:15](=[CH:16][C:17]=1[O:18][CH3:19])[N:14]=[CH:13][N:12]=[C:11]2[NH:20][C:21]1[CH:26]=[CH:25][C:24]([F:27])=[C:23]([Cl:28])[CH:22]=1)=[O:6].[CH2:29]1[C:32]2([CH2:35][CH2:34][CH2:33]2)[CH2:31][NH:30]1.C(=O)([O-])[O-].[K+].[K+].O, predict the reaction product. The product is: [ClH:28].[Cl:28][C:23]1[CH:22]=[C:21]([NH:20][C:11]2[C:10]3[C:15](=[CH:16][C:17]([O:18][CH3:19])=[C:8]([NH:7][C:5](=[O:6])/[CH:4]=[CH:3]/[CH2:2][N:30]4[CH2:31][C:32]5([CH2:35][CH2:34][CH2:33]5)[CH2:29]4)[CH:9]=3)[N:14]=[CH:13][N:12]=2)[CH:26]=[CH:25][C:24]=1[F:27]. (10) The product is: [Cl:1][C:2]1[C:3]([N:26]2[CH:30]=[C:29]([CH2:31][N:40]3[CH2:41][C@@H:37]([O:36][CH3:35])[C@@H:38]([OH:42])[CH2:39]3)[C:28]([CH3:33])=[N:27]2)=[N:4][C:5]([NH:8][C:9]2[C:10]([O:24][CH3:25])=[CH:11][C:12]([N:18]3[CH2:23][CH2:22][O:21][CH2:20][CH2:19]3)=[C:13]([NH:15][C:10](=[O:24])[CH:9]=[CH2:14])[CH:14]=2)=[N:6][CH:7]=1. Given the reactants [Cl:1][C:2]1[C:3]([N:26]2[CH:30]=[C:29]([CH:31]=O)[C:28]([CH3:33])=[N:27]2)=[N:4][C:5]([NH:8][C:9]2[CH:14]=[C:13]([N+:15]([O-])=O)[C:12]([N:18]3[CH2:23][CH2:22][O:21][CH2:20][CH2:19]3)=[CH:11][C:10]=2[O:24][CH3:25])=[N:6][CH:7]=1.Cl.[CH3:35][O:36][C@@H:37]1[CH2:41][NH:40][CH2:39][C@@H:38]1[OH:42], predict the reaction product.